From a dataset of Reaction yield outcomes from USPTO patents with 853,638 reactions. Predict the reaction yield, written as a fraction of the theoretical maximum amount of product (1.0 means a 100% yield; for example, 0.34 means a 34% yield). The reactants are [CH2:1]1[C:10]2[C:5](=[CH:6][CH:7]=[CH:8][CH:9]=2)[CH2:4][CH2:3][NH:2]1.C([O-])([O-])=O.[K+].[K+].Cl[CH2:18][C@H:19]1[CH2:21][O:20]1. The catalyst is CO. The product is [O:20]1[CH2:21][C@H:19]1[CH2:18][N:2]1[CH2:3][CH2:4][C:5]2[C:10](=[CH:9][CH:8]=[CH:7][CH:6]=2)[CH2:1]1. The yield is 0.700.